From a dataset of Buchwald-Hartwig C-N cross coupling reaction yields with 55,370 reactions. Predict the reaction yield, written as a fraction of the theoretical maximum amount of product (1.0 means a 100% yield; for example, 0.34 means a 34% yield). The reactants are CCc1ccc(Br)cc1.Cc1ccc(N)cc1.O=S(=O)(O[Pd]1c2ccccc2-c2ccccc2N~1)C(F)(F)F.COc1ccc(OC)c(P(C(C)(C)C)C(C)(C)C)c1-c1c(C(C)C)cc(C(C)C)cc1C(C)C.CN(C)C(=NC(C)(C)C)N(C)C.c1ccc(-c2ccno2)cc1. No catalyst specified. The product is CCc1ccc(Nc2ccc(C)cc2)cc1. The yield is 0.278.